This data is from Forward reaction prediction with 1.9M reactions from USPTO patents (1976-2016). The task is: Predict the product of the given reaction. (1) Given the reactants Cl[C:2]1[N:7]=[C:6](Cl)[CH:5]=[C:4]([CH3:9])[N:3]=1.[CH:10]1([NH2:16])[CH2:15][CH2:14][CH2:13][CH2:12][CH2:11]1.[NH:17]1[C:25]2[C:20](=[CH:21][CH:22]=[CH:23][CH:24]=2)[CH:19]=[N:18]1, predict the reaction product. The product is: [CH:10]1([NH:16][C:6]2[CH:5]=[C:4]([CH3:9])[N:3]=[C:2]([N:17]3[C:25]4[C:20](=[CH:21][CH:22]=[CH:23][CH:24]=4)[CH:19]=[N:18]3)[N:7]=2)[CH2:15][CH2:14][CH2:13][CH2:12][CH2:11]1. (2) The product is: [C:8]([C:4]1[N:5]=[CH:6][N:7]=[C:2]([NH:1][C:12]([NH:19][C:23]2[CH:39]=[CH:38][C:28]([O:29][C:30]3[CH:35]=[CH:34][N:33]=[C:32]([C:36]#[N:37])[CH:31]=3)=[CH:27][C:26]=2[F:40])=[O:13])[CH:3]=1)([CH3:11])([CH3:10])[CH3:9]. Given the reactants [NH2:1][C:2]1[N:7]=[CH:6][N:5]=[C:4]([C:8]([CH3:11])([CH3:10])[CH3:9])[CH:3]=1.[C:12]([N:19]1[CH:23]=NC=N1)(N1C=NC=N1)=[O:13].NC1[CH:39]=[CH:38][C:28]([O:29][C:30]2[CH:35]=[CH:34][N:33]=[C:32]([C:36]#[N:37])[CH:31]=2)=[CH:27][C:26]=1[F:40].C(Cl)Cl, predict the reaction product. (3) Given the reactants [C:1]([O:5][C:6](=[O:34])[N:7]([CH2:14][CH2:15][CH2:16][CH2:17][N:18]1[C:30]2[C:29]3[CH:28]=[CH:27][CH:26]=[CH:25][C:24]=3[N+:23]([O-])=[CH:22][C:21]=2[N:20]=[C:19]1[CH2:32][CH3:33])[CH:8]1[CH2:13][CH2:12][O:11][CH2:10][CH2:9]1)([CH3:4])([CH3:3])[CH3:2].C1(C)C=CC(S(Cl)(=O)=O)=CC=1.[OH-].[NH4+:47], predict the reaction product. The product is: [C:1]([O:5][C:6](=[O:34])[N:7]([CH2:14][CH2:15][CH2:16][CH2:17][N:18]1[C:30]2[C:29]3[CH:28]=[CH:27][CH:26]=[CH:25][C:24]=3[N:23]=[C:22]([NH2:47])[C:21]=2[N:20]=[C:19]1[CH2:32][CH3:33])[CH:8]1[CH2:13][CH2:12][O:11][CH2:10][CH2:9]1)([CH3:4])([CH3:3])[CH3:2]. (4) Given the reactants C(O[C:4](=[O:14])[CH2:5][C:6](=O)[C:7]1[CH:12]=[CH:11][CH:10]=[CH:9][CH:8]=1)C.[NH2:15][C:16]1[N:20]([CH:21]([C:28]2[CH:33]=[CH:32][CH:31]=[CH:30][CH:29]=2)[C:22]2[CH:27]=[CH:26][CH:25]=[CH:24][CH:23]=2)[CH:19]=[C:18]([C:34]#[N:35])[CH:17]=1.Cl, predict the reaction product. The product is: [CH:21]([N:20]1[C:16]2=[N:15][C:4]([OH:14])=[CH:5][C:6]([C:7]3[CH:8]=[CH:9][CH:10]=[CH:11][CH:12]=3)=[C:17]2[C:18]([C:34]#[N:35])=[CH:19]1)([C:22]1[CH:27]=[CH:26][CH:25]=[CH:24][CH:23]=1)[C:28]1[CH:33]=[CH:32][CH:31]=[CH:30][CH:29]=1. (5) Given the reactants [N:1]12[CH2:8][CH2:7][CH:4]([CH2:5][CH2:6]1)[C@@H:3]([O:9][C:10]([C:12]1([C:19]3[S:20][CH:21]=[CH:22][CH:23]=3)[CH2:18][CH2:17][CH2:16][CH2:15][CH2:14][CH2:13]1)=[O:11])[CH2:2]2.[Br:24][CH2:25][C:26]([NH:28][C:29]1[CH:34]=[CH:33][CH:32]=[C:31]([F:35])[CH:30]=1)=[O:27].C(OCC)C.CCCC(C)C, predict the reaction product. The product is: [Br-:24].[F:35][C:31]1[CH:30]=[C:29]([NH:28][C:26]([CH2:25][N+:1]23[CH2:6][CH2:5][CH:4]([CH2:7][CH2:8]2)[C@@H:3]([O:9][C:10]([C:12]2([C:19]4[S:20][CH:21]=[CH:22][CH:23]=4)[CH2:18][CH2:17][CH2:16][CH2:15][CH2:14][CH2:13]2)=[O:11])[CH2:2]3)=[O:27])[CH:34]=[CH:33][CH:32]=1.